This data is from NCI-60 drug combinations with 297,098 pairs across 59 cell lines. The task is: Regression. Given two drug SMILES strings and cell line genomic features, predict the synergy score measuring deviation from expected non-interaction effect. (1) Drug 1: CN(C(=O)NC(C=O)C(C(C(CO)O)O)O)N=O. Drug 2: CC1CCCC2(C(O2)CC(NC(=O)CC(C(C(=O)C(C1O)C)(C)C)O)C(=CC3=CSC(=N3)C)C)C. Cell line: UACC62. Synergy scores: CSS=34.1, Synergy_ZIP=-0.828, Synergy_Bliss=-1.17, Synergy_Loewe=-6.53, Synergy_HSA=1.27. (2) Cell line: HCT-15. Drug 2: C1CN(CCN1C(=O)CCBr)C(=O)CCBr. Synergy scores: CSS=7.34, Synergy_ZIP=-4.75, Synergy_Bliss=-1.77, Synergy_Loewe=-1.16, Synergy_HSA=-2.75. Drug 1: C#CCC(CC1=CN=C2C(=N1)C(=NC(=N2)N)N)C3=CC=C(C=C3)C(=O)NC(CCC(=O)O)C(=O)O.